This data is from Peptide-MHC class II binding affinity with 134,281 pairs from IEDB. The task is: Regression. Given a peptide amino acid sequence and an MHC pseudo amino acid sequence, predict their binding affinity value. This is MHC class II binding data. (1) The peptide sequence is EEDIEIIPIQEEEY. The MHC is HLA-DPA10201-DPB11401 with pseudo-sequence HLA-DPA10201-DPB11401. The binding affinity (normalized) is 0.0221. (2) The peptide sequence is GFIGLCKTLGSRCVR. The MHC is DRB1_0301 with pseudo-sequence DRB1_0301. The binding affinity (normalized) is 0.163. (3) The peptide sequence is RDYVSELPTEVQKLKEKCDG. The MHC is DRB1_0701 with pseudo-sequence DRB1_0701. The binding affinity (normalized) is 0.196. (4) The peptide sequence is FFALCVLGLVAAALP. The MHC is DRB1_1101 with pseudo-sequence DRB1_1101. The binding affinity (normalized) is 0.485. (5) The peptide sequence is ANEAVQDPKFWELVD. The MHC is HLA-DQA10201-DQB10301 with pseudo-sequence HLA-DQA10201-DQB10301. The binding affinity (normalized) is 0.516. (6) The peptide sequence is YWKFLANVSTVLTGK. The MHC is DRB1_1001 with pseudo-sequence DRB1_1001. The binding affinity (normalized) is 0.826. (7) The peptide sequence is MQRFAPLNSWPDNAS. The MHC is DRB1_0301 with pseudo-sequence DRB1_0301. The binding affinity (normalized) is 0. (8) The peptide sequence is AAATAGTTVYGAFQA. The MHC is HLA-DQA10401-DQB10402 with pseudo-sequence HLA-DQA10401-DQB10402. The binding affinity (normalized) is 0.404.